This data is from Forward reaction prediction with 1.9M reactions from USPTO patents (1976-2016). The task is: Predict the product of the given reaction. Given the reactants [NH2:1][CH2:2][C@H:3]([NH:10][CH:11]1[CH2:16][CH2:15][N:14]([CH:17]([CH3:32])[CH2:18][CH2:19][NH:20][C:21](=[O:31])[C:22]2[C:27]([CH3:28])=[CH:26][C:25]([Cl:29])=[N:24][C:23]=2[CH3:30])[CH2:13][CH2:12]1)[C:4]1[CH:9]=[CH:8][CH:7]=[CH:6][CH:5]=1.[CH3:33][N:34]1[CH:38]=[CH:37][CH:36]=[C:35]1[CH:39]=O.[BH4-].[Na+].[NH4+].[Cl-], predict the reaction product. The product is: [Cl:29][C:25]1[CH:26]=[C:27]([CH3:28])[C:22]([C:21]([NH:20][CH2:19][CH2:18][CH:17]([N:14]2[CH2:15][CH2:16][CH:11]([NH:10][C@H:3]([C:4]3[CH:5]=[CH:6][CH:7]=[CH:8][CH:9]=3)[CH2:2][NH:1][CH2:39][C:35]3[N:34]([CH3:33])[CH:38]=[CH:37][CH:36]=3)[CH2:12][CH2:13]2)[CH3:32])=[O:31])=[C:23]([CH3:30])[N:24]=1.